This data is from Forward reaction prediction with 1.9M reactions from USPTO patents (1976-2016). The task is: Predict the product of the given reaction. (1) Given the reactants [C:1]([O:4][C:5]1[C:10]([CH:11]([CH3:13])[CH3:12])=[CH:9][C:8]([OH:14])=[CH:7][C:6]=1[CH:15]([CH3:17])[CH3:16])(=[O:3])[CH3:2].Cl[CH2:19][C:20]([CH3:22])=[CH2:21].C(O)(=O)C, predict the reaction product. The product is: [C:1]([O:4][C:5]1[C:10]([CH:11]([CH3:13])[CH3:12])=[CH:9][C:8]2[O:14][C:20]([CH3:22])([CH3:21])[CH2:19][C:7]=2[C:6]=1[CH:15]([CH3:17])[CH3:16])(=[O:3])[CH3:2]. (2) Given the reactants [Br:1][C:2]1[CH:3]=[C:4]([C:9]([F:12])([F:11])[F:10])[CH:5]=[CH:6][C:7]=1F.[F:13][C:14]1[CH:19]=[C:18]([F:20])[CH:17]=[CH:16][C:15]=1[OH:21].C(=O)([O-])[O-].[K+].[K+], predict the reaction product. The product is: [Br:1][C:2]1[CH:3]=[C:4]([C:9]([F:12])([F:11])[F:10])[CH:5]=[CH:6][C:7]=1[O:21][C:15]1[CH:16]=[CH:17][C:18]([F:20])=[CH:19][C:14]=1[F:13]. (3) Given the reactants [C:1]([CH:5]1[CH2:14][CH2:13][C:12]2[N:11]=[C:10]3[S:15][C:16]([C:18]4[O:19][C:20]([CH2:23]Cl)=[CH:21][N:22]=4)=[CH:17][C:9]3=[CH:8][C:7]=2[CH2:6]1)([CH3:4])([CH3:3])[CH3:2].C([O-])(O)=[O:26].[Na+].[BH4-].[Na+], predict the reaction product. The product is: [C:1]([CH:5]1[CH2:14][CH2:13][C:12]2[N:11]=[C:10]3[S:15][C:16]([C:18]4[O:19][C:20]([CH2:23][OH:26])=[CH:21][N:22]=4)=[CH:17][C:9]3=[CH:8][C:7]=2[CH2:6]1)([CH3:4])([CH3:3])[CH3:2]. (4) The product is: [C:16]([OH:18])(=[O:17])[C:42]([OH:19])=[O:43].[CH3:23][O:24][C:25]1[CH:26]=[C:27]2[C:28](=[CH:29][C:30]=1[O:31][CH3:32])[CH:16]([CH2:15][C:12]1[CH:11]=[CH:10][C:9]([C:1]([C:2]3[CH:3]=[CH:4][CH:5]=[CH:6][CH:7]=3)=[O:8])=[CH:14][CH:13]=1)[NH:35][CH2:34][CH2:33]2. Given the reactants [C:1]([C:9]1[CH:14]=[CH:13][C:12]([CH2:15][C:16]([OH:18])=[O:17])=[CH:11][CH:10]=1)(=[O:8])[C:2]1[CH:7]=[CH:6][CH:5]=[CH:4][CH:3]=1.[O:19]=S(Cl)Cl.[CH3:23][O:24][C:25]1[CH:26]=[C:27]([CH2:33][CH2:34][NH2:35])[CH:28]=[CH:29][C:30]=1[O:31][CH3:32].C(S)CS.[BH4-].[Na+].[CH3:42][OH:43], predict the reaction product. (5) Given the reactants C(N(C(C)C)CC)(C)C.[Cl:10][C:11]1[N:16]=[C:15](Cl)[CH:14]=[C:13]([CH2:18][CH2:19][CH3:20])[N:12]=1.Cl.Cl.[NH2:23][C@@H:24]1[CH2:29][CH2:28][CH2:27][NH:26][CH2:25]1, predict the reaction product. The product is: [Cl:10][C:11]1[N:16]=[C:15]([N:26]2[CH2:27][CH2:28][CH2:29][C@@H:24]([NH2:23])[CH2:25]2)[CH:14]=[C:13]([CH2:18][CH2:19][CH3:20])[N:12]=1. (6) Given the reactants [CH3:1][C@H:2]([NH:9][C:10]([NH:12][C:13]1[N:28]=[C:16]2[N:17]=[CH:18][CH:19]=[C:20]([C:21]3[CH:26]=[CH:25][C:24]([OH:27])=[CH:23][CH:22]=3)[N:15]2[N:14]=1)=[O:11])[CH2:3][CH2:4][CH2:5][CH:6]([CH3:8])[CH3:7].C(=O)([O-])[O-].[K+].[K+].[CH3:35][O:36][CH2:37][CH2:38]Br.C(Cl)Cl, predict the reaction product. The product is: [CH3:1][C@H:2]([NH:9][C:10]([NH:12][C:13]1[N:28]=[C:16]2[N:17]=[CH:18][CH:19]=[C:20]([C:21]3[CH:22]=[CH:23][C:24]([O:27][CH2:38][CH2:37][O:36][CH3:35])=[CH:25][CH:26]=3)[N:15]2[N:14]=1)=[O:11])[CH2:3][CH2:4][CH2:5][CH:6]([CH3:7])[CH3:8].